Task: Predict the reactants needed to synthesize the given product.. Dataset: Full USPTO retrosynthesis dataset with 1.9M reactions from patents (1976-2016) (1) Given the product [P:1]([O:9][CH2:10][C@H:11]1[O:15][C@@H:14]([N:16]2[C:25]3[N:24]=[CH:23][N:22]=[C:20]([NH2:21])[C:19]=3[N:18]=[CH:17]2)[C@H:13]([OH:26])[C@@H:12]1[OH:27])([O:4][P:5]([OH:7])([OH:8])=[O:6])(=[O:2])[OH:3].[CH2:107]([Cl:110])[CH2:108][Cl:109], predict the reactants needed to synthesize it. The reactants are: [P:1]([O:9][CH2:10][C@H:11]1[O:15][C@@H:14]([N:16]2[C:25]3[N:24]=[CH:23][N:22]=[C:20]([NH2:21])[C:19]=3[N:18]=[CH:17]2)[C@H:13]([OH:26])[C@@H:12]1[OH:27])([O:4][P:5]([OH:8])([OH:7])=[O:6])(=[O:3])[OH:2].[K].C1N(CCCS(O)(=O)=O)CCN(CCO)C1.C(O)[C@H]1O[C@H](O[C@H]2O[C@H](CO)[C@@H](O)[C@H](O)[C@H]2O)[C@H](O)[C@@H](O)[C@@H]1O.C1N(CCS(O)(=O)=O)CCOC1.P(OC[C@H]1O[C@@H](N2C3N=CN=C(N)C=3N=C2)[C@H](O)[C@@H]1O)(OP(O)(O)=O)(=O)O.[CH2:107]([Cl:110])[CH2:108][Cl:109]. (2) Given the product [C:58]([CH:57]1[CH2:61][N:62]([CH2:63][C:64]2[CH:65]=[CH:66][C:67]([F:70])=[CH:68][CH:69]=2)[C:19](=[O:21])[C:18]([C:12]2[NH:11][C:10]3[S:9][CH:8]=[C:7]([CH2:6][NH:5][S:2]([CH3:1])(=[O:3])=[O:4])[C:15]=3[S:14](=[O:16])(=[O:17])[N:13]=2)=[C:56]1[OH:71])([CH3:59])([CH3:60])[CH3:32], predict the reactants needed to synthesize it. The reactants are: [CH3:1][S:2]([NH:5][CH2:6][C:7]1[C:15]2[S:14](=[O:17])(=[O:16])[N:13]=[C:12]([CH2:18][C:19]([OH:21])=O)[NH:11][C:10]=2[S:9][CH:8]=1)(=[O:4])=[O:3].F[P-](F)(F)(F)(F)F.N1(OC(N(C)C)=[N+](C)C)C2N=CC=C[C:32]=2N=N1.CN1CCOCC1.C(O[C:56](=[O:71])[CH:57]([CH2:61][NH:62][CH2:63][C:64]1[CH:69]=[CH:68][C:67]([F:70])=[CH:66][CH:65]=1)[CH:58]([CH3:60])[CH3:59])C.[O-]CC.[Na+].C(O)C. (3) Given the product [CH3:27][C:19]1[O:18][N:17]=[C:16]([C:13]2[CH:14]=[CH:15][C:10]([NH2:47])=[CH:11][CH:12]=2)[C:20]=1[C:21]1[CH:26]=[CH:25][CH:24]=[CH:23][CH:22]=1, predict the reactants needed to synthesize it. The reactants are: [O-]C1C=CC=CC=1.[Na+].Br[C:10]1[CH:15]=[CH:14][C:13]([C:16]2[C:20]([C:21]3[CH:26]=[CH:25][CH:24]=[CH:23][CH:22]=3)=[C:19]([CH3:27])[O:18][N:17]=2)=[CH:12][CH:11]=1.C1(P(C2CCCCC2)C2C=CC=CC=2C2C=CC=CC=2[N:47](C)C)CCCCC1.C(NC(=O)[O-])(C)(C)C.C(=O)(O)[O-].[Na+]. (4) Given the product [ClH:37].[CH3:27][O:26][C:23]1[N:24]=[C:25]2[C:20](=[CH:21][CH:22]=1)[N:19]=[CH:18][CH:17]=[C:16]2[C:13]1[CH:14]=[CH:15][C:10]([CH2:9][CH2:8][NH2:7])=[CH:11][CH:12]=1, predict the reactants needed to synthesize it. The reactants are: C(OC(=O)[NH:7][CH2:8][CH2:9][C:10]1[CH:15]=[CH:14][C:13]([C:16]2[C:25]3[C:20](=[CH:21][CH:22]=[C:23]([O:26][CH3:27])[N:24]=3)[N:19]=[CH:18][CH:17]=2)=[CH:12][CH:11]=1)(C)(C)C.FC(F)(F)C(O)=O.C(Cl)[Cl:37]. (5) Given the product [F:1][C:2]1[C:7]([C:8]2[N:13]=[C:12]([CH3:14])[N:11]=[C:10]([N:15]([CH2:16][C:17]3[CH:22]=[CH:21][C:20]([O:23][CH3:24])=[CH:19][CH:18]=3)[CH2:25][C:26]3[CH:27]=[CH:28][C:29]([O:32][CH3:33])=[CH:30][CH:31]=3)[N:9]=2)=[CH:6][C:5]([CH:34]([C:36]2[CH:37]=[CH:38][C:39]([S:60]([CH3:45])(=[O:64])=[O:62])=[CH:40][CH:41]=2)[CH3:35])=[CH:4][N:3]=1, predict the reactants needed to synthesize it. The reactants are: [F:1][C:2]1[C:7]([C:8]2[N:13]=[C:12]([CH3:14])[N:11]=[C:10]([N:15]([CH2:25][C:26]3[CH:31]=[CH:30][C:29]([O:32][CH3:33])=[CH:28][CH:27]=3)[CH2:16][C:17]3[CH:22]=[CH:21][C:20]([O:23][CH3:24])=[CH:19][CH:18]=3)[N:9]=2)=[CH:6][C:5]([CH:34]([C:36]2[CH:41]=[CH:40][C:39](SC)=[CH:38][CH:37]=2)[CH3:35])=[CH:4][N:3]=1.Cl[C:45]1C=C(C=CC=1)C(OO)=O.C(=O)(O)[O-].[Na+].[S:60]([O-:64])([O-])(=[O:62])=S.[Na+].[Na+]. (6) The reactants are: [NH2:1][C:2]1[CH:7]=[CH:6][C:5]([CH3:8])=[CH:4][N:3]=1.N1C=CC=CC=1.[N+:15]([C:18]1[CH:26]=[CH:25][CH:24]=[CH:23][C:19]=1[C:20](Cl)=[O:21])([O-:17])=[O:16]. Given the product [CH3:8][C:5]1[CH:6]=[CH:7][C:2]([NH:1][C:20](=[O:21])[C:19]2[CH:23]=[CH:24][CH:25]=[CH:26][C:18]=2[N+:15]([O-:17])=[O:16])=[N:3][CH:4]=1, predict the reactants needed to synthesize it. (7) The reactants are: [Cl:1][C:2]1[CH:3]=[C:4]([C:16]([NH:18][C@H:19]([C:21]2[CH:29]=[CH:28][C:24]([C:25]([OH:27])=[O:26])=[CH:23][CH:22]=2)[CH3:20])=[O:17])[C:5]([O:8][C:9]2[CH:14]=[CH:13][CH:12]=[C:11]([F:15])[CH:10]=2)=[N:6][CH:7]=1.F[C:31]1C(C)=C(O)C=CC=1. Given the product [Cl:1][C:2]1[CH:3]=[C:4]([C:16]([NH:18][C@H:19]([C:21]2[CH:22]=[CH:23][C:24]([C:25]([OH:27])=[O:26])=[CH:28][CH:29]=2)[CH3:20])=[O:17])[C:5]([O:8][C:9]2[CH:14]=[CH:13][CH:12]=[C:11]([F:15])[C:10]=2[CH3:31])=[N:6][CH:7]=1, predict the reactants needed to synthesize it.